From a dataset of Peptide-MHC class II binding affinity with 134,281 pairs from IEDB. Regression. Given a peptide amino acid sequence and an MHC pseudo amino acid sequence, predict their binding affinity value. This is MHC class II binding data. (1) The peptide sequence is KDLIAMENLKAMLYIIRR. The MHC is DRB1_0101 with pseudo-sequence DRB1_0101. The binding affinity (normalized) is 0.244. (2) The peptide sequence is PQVKYAVFEAALTKA. The MHC is DRB1_1602 with pseudo-sequence DRB1_1602. The binding affinity (normalized) is 0.837. (3) The peptide sequence is RTAGIIIMMIPTVMA. The MHC is DRB1_0802 with pseudo-sequence DRB1_0802. The binding affinity (normalized) is 0.879. (4) The peptide sequence is GWLSCLSITWTLIKNMEK. The MHC is DRB4_0101 with pseudo-sequence DRB4_0103. The binding affinity (normalized) is 0. (5) The peptide sequence is GVFHELPSLCRVNNS. The MHC is DRB1_0404 with pseudo-sequence DRB1_0404. The binding affinity (normalized) is 0.750. (6) The peptide sequence is TAAATAPADDKFTVF. The MHC is DRB1_1001 with pseudo-sequence DRB1_1001. The binding affinity (normalized) is 0.343.